Dataset: Full USPTO retrosynthesis dataset with 1.9M reactions from patents (1976-2016). Task: Predict the reactants needed to synthesize the given product. (1) The reactants are: C([O-])([O-])=O.[K+].[K+].C([O:10][C@H:11]([C:40]([CH3:43])([CH3:42])[CH3:41])[C:12]([N:14]1[CH2:19][CH2:18][S:17][CH2:16][C@H:15]1[C:20](=[O:39])[NH:21][CH2:22][C:23]1[CH:28]=[C:27]([Cl:29])[CH:26]=[CH:25][C:24]=1[CH2:30][NH:31]C(OC(C)(C)C)=O)=[O:13])(=O)C.[F:44][C:45]([F:50])([F:49])[C:46]([OH:48])=[O:47]. Given the product [F:44][C:45]([F:50])([F:49])[C:46]([OH:48])=[O:47].[NH2:31][CH2:30][C:24]1[CH:25]=[CH:26][C:27]([Cl:29])=[CH:28][C:23]=1[CH2:22][NH:21][C:20]([C@@H:15]1[CH2:16][S:17][CH2:18][CH2:19][N:14]1[C:12](=[O:13])[C@H:11]([OH:10])[C:40]([CH3:43])([CH3:42])[CH3:41])=[O:39], predict the reactants needed to synthesize it. (2) Given the product [CH3:48][C:40]1[N:38]2[CH:39]=[C:34]([C:30]3[CH:29]=[C:28]([CH2:27][OH:26])[CH:33]=[CH:32][CH:31]=3)[CH:35]=[CH:36][C:37]2=[N:42][C:41]=1[C:43]1[S:44][CH:45]=[CH:46][CH:47]=1, predict the reactants needed to synthesize it. The reactants are: [F-].C([N+](CCCC)(CCCC)CCCC)CCC.[Si]([O:26][CH2:27][C:28]1[CH:29]=[C:30]([C:34]2[CH:35]=[CH:36][C:37]3[N:38]([C:40]([CH3:48])=[C:41]([C:43]4[S:44][CH:45]=[CH:46][CH:47]=4)[N:42]=3)[CH:39]=2)[CH:31]=[CH:32][CH:33]=1)(C(C)(C)C)(C)C. (3) Given the product [Cl:1][C:2]1[CH:11]=[CH:10][C:9]2[N:8]=[C:7]([N:12]3[CH2:15][CH:14]([NH:16][CH2:17][CH2:18][OH:19])[CH2:13]3)[CH:6]=[CH:5][C:4]=2[C:3]=1[C:24]([NH:26][CH2:27][CH:28]1[CH2:33][CH2:32][CH2:31][CH2:30][CH2:29]1)=[O:25], predict the reactants needed to synthesize it. The reactants are: [Cl:1][C:2]1[CH:11]=[CH:10][C:9]2[N:8]=[C:7]([N:12]3[CH2:15][CH:14]([NH:16][CH2:17][CH2:18][O:19]S(C)(=O)=O)[CH2:13]3)[CH:6]=[CH:5][C:4]=2[C:3]=1[C:24]([NH:26][CH2:27][CH:28]1[CH2:33][CH2:32][CH2:31][CH2:30][CH2:29]1)=[O:25].C(CN)O.